From a dataset of CYP2C19 inhibition data for predicting drug metabolism from PubChem BioAssay. Regression/Classification. Given a drug SMILES string, predict its absorption, distribution, metabolism, or excretion properties. Task type varies by dataset: regression for continuous measurements (e.g., permeability, clearance, half-life) or binary classification for categorical outcomes (e.g., BBB penetration, CYP inhibition). Dataset: cyp2c19_veith. (1) The drug is Cc1c(NC(=O)/C=C/c2cn(-c3ccccc3)nc2-c2ccc(F)cc2)c(=O)n(-c2ccccc2)n1C. The result is 0 (non-inhibitor). (2) The molecule is Cn1ncc(C#N)c1NC(=O)C1CC(c2ccc(Cl)cc2)=NO1. The result is 1 (inhibitor). (3) The drug is CC(=O)Nc1ccc(OCC(O)Cn2cnc3ccccc32)cc1. The result is 1 (inhibitor). (4) The compound is CN1CCN(c2ncc3ncc(=O)n(Cc4ccc(F)cc4)c3n2)CC1. The result is 0 (non-inhibitor).